This data is from Reaction yield outcomes from USPTO patents with 853,638 reactions. The task is: Predict the reaction yield, written as a fraction of the theoretical maximum amount of product (1.0 means a 100% yield; for example, 0.34 means a 34% yield). (1) The yield is 0.801. The reactants are C[O:2][C:3](=[O:12])[CH2:4][C@@H:5]([C:10]#[N:11])[CH2:6][CH:7]([CH3:9])[CH3:8].[OH-].[K+]. The catalyst is [Ni].CO. The product is [CH3:9][CH:7]([CH2:6][C@H:5]([CH2:10][NH2:11])[CH2:4][C:3]([OH:12])=[O:2])[CH3:8]. (2) The reactants are [Br:1][C:2]1[CH:3]=[CH:4][C:5]2[O:14][CH2:13][CH2:12][C:11]3[C:7](=[N:8][NH:9][CH:10]=3)[C:6]=2[CH:15]=1.Cl[C:17]1[N:21]([CH:22]([CH3:24])[CH3:23])[N:20]=[CH:19][N:18]=1. No catalyst specified. The product is [Br:1][C:2]1[CH:3]=[CH:4][C:5]2[O:14][CH2:13][CH2:12][C:11]3[C:7](=[N:8][N:9]([C:17]4[N:21]([CH:22]([CH3:24])[CH3:23])[N:20]=[CH:19][N:18]=4)[CH:10]=3)[C:6]=2[CH:15]=1. The yield is 0.590. (3) The reactants are [I:1][C:2]1[CH:7]=[CH:6][C:5]([CH2:8][CH2:9][NH:10][S:11]([CH3:14])(=[O:13])=[O:12])=[CH:4][CH:3]=1.[C:15](O[C:15]([O:17][C:18]([CH3:21])([CH3:20])[CH3:19])=[O:16])([O:17][C:18]([CH3:21])([CH3:20])[CH3:19])=[O:16]. The catalyst is CN(C)C1C=CN=CC=1.C(Cl)Cl. The product is [C:18]([O:17][C:15]([N:10]([CH2:9][CH2:8][C:5]1[CH:4]=[CH:3][C:2]([I:1])=[CH:7][CH:6]=1)[S:11]([CH3:14])(=[O:13])=[O:12])=[O:16])([CH3:21])([CH3:20])[CH3:19]. The yield is 0.915. (4) The reactants are [OH:1][C:2]1[CH:10]=[CH:9][CH:8]=[C:7]2[C:3]=1[CH2:4][CH2:5][C@@H:6]2[N:11]1[C:15]2[N:16]=[C:17](S(C)(=O)=O)[N:18]=[CH:19][C:14]=2[C:13]([CH3:25])([CH3:24])[C:12]1=[O:26].[N:27]1([CH2:32][C:33]2[CH:34]=[C:35]([CH:37]=[CH:38][CH:39]=2)[NH2:36])[CH2:31][CH2:30][CH2:29][CH2:28]1. The catalyst is CN1C(=O)CCC1. The product is [OH:1][C:2]1[CH:10]=[CH:9][CH:8]=[C:7]2[C:3]=1[CH2:4][CH2:5][C@@H:6]2[N:11]1[C:15]2[N:16]=[C:17]([NH:36][C:35]3[CH:37]=[CH:38][CH:39]=[C:33]([CH2:32][N:27]4[CH2:28][CH2:29][CH2:30][CH2:31]4)[CH:34]=3)[N:18]=[CH:19][C:14]=2[C:13]([CH3:25])([CH3:24])[C:12]1=[O:26]. The yield is 0.210. (5) The reactants are [CH3:1][C:2]([CH3:7])=[CH:3][C:4](O)=[O:5].O=S(Cl)Cl.[NH2:12][C:13]1[CH:18]=[CH:17][CH:16]=[CH:15][CH:14]=1.CCN(CC)CC. No catalyst specified. The product is [C:13]1([NH:12][C:4](=[O:5])[CH:3]=[C:2]([CH3:7])[CH3:1])[CH:18]=[CH:17][CH:16]=[CH:15][CH:14]=1. The yield is 0.800. (6) The reactants are [Cl:1]NC(=O)CCC(N)=O.[CH3:10][O:11][CH:12]1[CH2:16][CH2:15][N:14]([C:17]2[CH:18]=[C:19]([S:23]([O-:25])=[O:24])[CH:20]=[CH:21][CH:22]=2)[CH2:13]1.[Li+]. The catalyst is ClCCl. The product is [CH3:10][O:11][CH:12]1[CH2:16][CH2:15][N:14]([C:17]2[CH:18]=[C:19]([S:23]([Cl:1])(=[O:25])=[O:24])[CH:20]=[CH:21][CH:22]=2)[CH2:13]1. The yield is 0.830.